Dataset: Reaction yield outcomes from USPTO patents with 853,638 reactions. Task: Predict the reaction yield, written as a fraction of the theoretical maximum amount of product (1.0 means a 100% yield; for example, 0.34 means a 34% yield). The reactants are [CH3:1][C:2]1[N:7]=[C:6]([O:8][C:9]2[CH:10]=[C:11]([CH:15]=[C:16]3[CH2:21][CH2:20][C:19](=O)[CH2:18][CH2:17]3)[CH:12]=[CH:13][CH:14]=2)[CH:5]=[CH:4][C:3]=1[C:23]([F:26])([F:25])[F:24].[NH3:27].C(O)C.[BH4-].[Na+]. The catalyst is CC(C)[O-].[Ti+4].CC(C)[O-].CC(C)[O-].CC(C)[O-]. The product is [CH3:1][C:2]1[N:7]=[C:6]([O:8][C:9]2[CH:10]=[C:11]([CH:15]=[C:16]3[CH2:21][CH2:20][CH:19]([NH2:27])[CH2:18][CH2:17]3)[CH:12]=[CH:13][CH:14]=2)[CH:5]=[CH:4][C:3]=1[C:23]([F:26])([F:25])[F:24]. The yield is 0.470.